Predict the product of the given reaction. From a dataset of Forward reaction prediction with 1.9M reactions from USPTO patents (1976-2016). (1) Given the reactants C[C:2]1[C:3]([F:14])=[C:4]([CH:8]=[C:9]([O:12][CH3:13])[C:10]=1[Br:11])[C:5](O)=[O:6].[CH3:15][S:16]([NH2:19])(=[O:18])=[O:17].CCN=C=NCCCN(C)C.Cl, predict the reaction product. The product is: [Br:11][C:10]1[C:9]([O:12][CH3:13])=[CH:8][C:4]([C:5]([NH:19][S:16]([CH3:15])(=[O:18])=[O:17])=[O:6])=[C:3]([F:14])[CH:2]=1. (2) Given the reactants [F:1][C:2]1[CH:7]=[C:6]([O:8][CH2:9][CH:10]2[CH2:15][CH2:14][N:13]([CH2:16][C:17]3([C:21]([F:24])([F:23])[F:22])[CH2:20][CH2:19][CH2:18]3)[CH2:12][CH2:11]2)[CH:5]=[CH:4][C:3]=1[C:25]1[CH:30]=[CH:29][C:28]([C:31]([O:33]C)=[O:32])=[CH:27][CH:26]=1.O[Li].O, predict the reaction product. The product is: [F:1][C:2]1[CH:7]=[C:6]([O:8][CH2:9][CH:10]2[CH2:11][CH2:12][N:13]([CH2:16][C:17]3([C:21]([F:23])([F:24])[F:22])[CH2:18][CH2:19][CH2:20]3)[CH2:14][CH2:15]2)[CH:5]=[CH:4][C:3]=1[C:25]1[CH:30]=[CH:29][C:28]([C:31]([OH:33])=[O:32])=[CH:27][CH:26]=1.